Dataset: Forward reaction prediction with 1.9M reactions from USPTO patents (1976-2016). Task: Predict the product of the given reaction. (1) Given the reactants [CH3:1][CH:2]1[CH:6]([C:7]2[N:11]3[C:12]4[CH:18]=[CH:17][N:16]([CH2:19][O:20][CH2:21][CH2:22][Si:23]([CH3:26])([CH3:25])[CH3:24])[C:13]=4[N:14]=[CH:15][C:10]3=[N:9][CH:8]=2)[CH2:5][CH:4]([NH2:27])[CH2:3]1.CCN(C(C)C)C(C)C.[CH:37]1([S:40](Cl)(=[O:42])=[O:41])[CH2:39][CH2:38]1.CO, predict the reaction product. The product is: [CH3:1][CH:2]1[CH:6]([C:7]2[N:11]3[C:12]4[CH:18]=[CH:17][N:16]([CH2:19][O:20][CH2:21][CH2:22][Si:23]([CH3:26])([CH3:25])[CH3:24])[C:13]=4[N:14]=[CH:15][C:10]3=[N:9][CH:8]=2)[CH2:5][CH:4]([NH:27][S:40]([CH:37]2[CH2:39][CH2:38]2)(=[O:42])=[O:41])[CH2:3]1. (2) Given the reactants [CH3:1][O:2][C:3]1[CH:8]=[CH:7][CH:6]=[CH:5][C:4]=1[C:9]1[CH:14]=[CH:13][C:12]([CH3:15])=[CH:11][CH:10]=1.C1C(=O)N([Br:23])C(=O)C1.CC(N=NC(C#N)(C)C)(C#N)C, predict the reaction product. The product is: [CH3:1][O:2][C:3]1[CH:8]=[CH:7][CH:6]=[CH:5][C:4]=1[C:9]1[CH:10]=[CH:11][C:12]([CH2:15][Br:23])=[CH:13][CH:14]=1.